Dataset: Forward reaction prediction with 1.9M reactions from USPTO patents (1976-2016). Task: Predict the product of the given reaction. (1) Given the reactants [O:1]=[C:2]1[C:8]2[CH:9]=[CH:10][CH:11]=[CH:12][C:7]=2[O:6][CH2:5][C@@H:4]2[CH2:13][CH2:14][C@H:15]([C:17]([O:19]C)=[O:18])[CH2:16][N:3]12.[Li+].[OH-], predict the reaction product. The product is: [O:1]=[C:2]1[C:8]2[CH:9]=[CH:10][CH:11]=[CH:12][C:7]=2[O:6][CH2:5][C@@H:4]2[CH2:13][CH2:14][C@H:15]([C:17]([OH:19])=[O:18])[CH2:16][N:3]12. (2) Given the reactants [CH2:1]([O:8][C:9]1[CH:10]=[C:11]2[C:16](=[CH:17][CH:18]=1)[N:15]([CH:19]1[CH2:24][CH2:23][NH:22][CH2:21][CH2:20]1)[C:14](=[O:25])[N:13]([CH2:26][C:27]1[CH:32]=[CH:31][C:30]([O:33][CH3:34])=[C:29]([O:35][CH3:36])[CH:28]=1)[C:12]2=[O:37])[C:2]1[CH:7]=[CH:6][CH:5]=[CH:4][CH:3]=1.[CH:38]([O-])=[O:39].[NH4+], predict the reaction product. The product is: [CH2:1]([O:8][C:9]1[CH:10]=[C:11]2[C:16](=[CH:17][CH:18]=1)[N:15]([CH:19]1[CH2:20][CH2:21][N:22]([CH:38]=[O:39])[CH2:23][CH2:24]1)[C:14](=[O:25])[N:13]([CH2:26][C:27]1[CH:32]=[CH:31][C:30]([O:33][CH3:34])=[C:29]([O:35][CH3:36])[CH:28]=1)[C:12]2=[O:37])[C:2]1[CH:7]=[CH:6][CH:5]=[CH:4][CH:3]=1. (3) Given the reactants [F:1][C:2]1[CH:7]=[CH:6][CH:5]=[CH:4][C:3]=1[N:8]=[C:9]=[O:10].[NH2:11][C:12]1[CH:17]=[CH:16][C:15]([C:18]2[CH:22]=[C:21](/[C:23](=[N:27]/[C@H:28]([CH:33]([CH3:35])[CH3:34])[C:29]([O:31][CH3:32])=[O:30])/[S:24][CH2:25][CH3:26])[O:20][N:19]=2)=[CH:14][CH:13]=1, predict the reaction product. The product is: [CH2:25]([S:24]/[C:23](=[N:27]\[C@H:28]([CH:33]([CH3:34])[CH3:35])[C:29]([O:31][CH3:32])=[O:30])/[C:21]1[O:20][N:19]=[C:18]([C:15]2[CH:16]=[CH:17][C:12]([NH:11][C:9]([NH:8][C:3]3[CH:4]=[CH:5][CH:6]=[CH:7][C:2]=3[F:1])=[O:10])=[CH:13][CH:14]=2)[CH:22]=1)[CH3:26]. (4) The product is: [Cl:1][C:2]1[CH:7]=[C:6]([I:17])[C:5]([F:8])=[CH:4][N:3]=1. Given the reactants [Cl:1][C:2]1[CH:7]=[CH:6][C:5]([F:8])=[CH:4][N:3]=1.[Li].C([N-]C(C)C)(C)C.[I:17]I.S([O-])([O-])(=O)=S.[Na+].[Na+], predict the reaction product. (5) Given the reactants [NH2:1][CH:2]([CH2:19][C:20]1[CH:25]=[CH:24][CH:23]=[C:22]([O:26][C:27]([F:32])([F:31])[CH:28]([F:30])[F:29])[CH:21]=1)[CH:3]([C:5]1[CH:10]=[CH:9][CH:8]=[C:7]([O:11][CH2:12][C:13]2[CH:18]=[CH:17][CH:16]=[CH:15][CH:14]=2)[CH:6]=1)[OH:4].[C:33]1([C:44](O)=[O:45])[CH:34]=[CH:35][CH:36]=[C:37]2[CH2:43][CH2:42][CH2:41][CH:40]=[CH:39][C:38]=12.Cl.C(N=C=NCCCN(C)C)C.O.ON1C2C=CC=CC=2N=N1, predict the reaction product. The product is: [CH2:12]([O:11][C:7]1[CH:6]=[C:5]([CH:3]([OH:4])[CH:2]([NH:1][C:44]([C:33]2[CH:34]=[CH:35][CH:36]=[C:37]3[CH2:43][CH2:42][CH2:41][CH:40]=[CH:39][C:38]=23)=[O:45])[CH2:19][C:20]2[CH:25]=[CH:24][CH:23]=[C:22]([O:26][C:27]([F:31])([F:32])[CH:28]([F:29])[F:30])[CH:21]=2)[CH:10]=[CH:9][CH:8]=1)[C:13]1[CH:14]=[CH:15][CH:16]=[CH:17][CH:18]=1. (6) Given the reactants [CH3:1][O:2][C:3]1[C:4]([S:15]([C:18]2[CH:19]=[CH:20][C:21]([CH2:24][OH:25])=[N:22][CH:23]=2)(=[O:17])=[O:16])=[CH:5][C:6]2[CH2:12][CH2:11][N:10]([CH3:13])[CH2:9][CH2:8][C:7]=2[CH:14]=1.[F:26][C:27]1[CH:28]=[C:29](O)[CH:30]=[CH:31][C:32]=1[F:33].C1(P(C2C=CC=CC=2)C2C=CC=CC=2)C=CC=CC=1.N(C(OC(C)C)=O)=NC(OC(C)C)=O, predict the reaction product. The product is: [F:26][C:27]1[CH:28]=[C:29]([CH:30]=[CH:31][C:32]=1[F:33])[O:25][CH2:24][C:21]1[N:22]=[CH:23][C:18]([S:15]([C:4]2[C:3]([O:2][CH3:1])=[CH:14][C:7]3[CH2:8][CH2:9][N:10]([CH3:13])[CH2:11][CH2:12][C:6]=3[CH:5]=2)(=[O:17])=[O:16])=[CH:19][CH:20]=1.